This data is from Forward reaction prediction with 1.9M reactions from USPTO patents (1976-2016). The task is: Predict the product of the given reaction. (1) Given the reactants [N+:1]([O-:4])(O)=[O:2].[Br:5][C:6]1[CH:15]=[CH:14][C:9]([C:10]([O:12][CH3:13])=[O:11])=[C:8]([Cl:16])[CH:7]=1, predict the reaction product. The product is: [Br:5][C:6]1[C:15]([N+:1]([O-:4])=[O:2])=[CH:14][C:9]([C:10]([O:12][CH3:13])=[O:11])=[C:8]([Cl:16])[CH:7]=1. (2) Given the reactants Br[CH2:2][C:3]1[C:8]([Cl:9])=[CH:7][CH:6]=[CH:5][C:4]=1[N:10]1[C:14](=[O:15])[N:13]([CH3:16])[N:12]=[N:11]1.[Br:17][C:18]1[CH:23]=[CH:22][C:21]([N:24]2[CH:28]=[CH:27][C:26]([OH:29])=[N:25]2)=[CH:20][CH:19]=1.C(=O)([O-])[O-].[K+].[K+].C(#N)C, predict the reaction product. The product is: [Br:17][C:18]1[CH:19]=[CH:20][C:21]([N:24]2[CH:28]=[CH:27][C:26]([O:29][CH2:2][C:3]3[C:8]([Cl:9])=[CH:7][CH:6]=[CH:5][C:4]=3[N:10]3[C:14](=[O:15])[N:13]([CH3:16])[N:12]=[N:11]3)=[N:25]2)=[CH:22][CH:23]=1.